Regression/Classification. Given a drug SMILES string, predict its absorption, distribution, metabolism, or excretion properties. Task type varies by dataset: regression for continuous measurements (e.g., permeability, clearance, half-life) or binary classification for categorical outcomes (e.g., BBB penetration, CYP inhibition). Dataset: cyp3a4_veith. From a dataset of CYP3A4 inhibition data for predicting drug metabolism from PubChem BioAssay. The drug is CC[N+](CC)(CC)CC[C@](O)(c1ccccc1)C1CCCCC1. The result is 0 (non-inhibitor).